This data is from Forward reaction prediction with 1.9M reactions from USPTO patents (1976-2016). The task is: Predict the product of the given reaction. (1) Given the reactants [C:12]([O:11][C:9](O[C:9]([O:11][C:12]([CH3:15])([CH3:14])[CH3:13])=[O:10])=[O:10])([CH3:15])([CH3:14])[CH3:13].[Cl-].[CH2:17]([O:19][C:20]([CH:22]1[C:27](=[O:28])[CH2:26][CH2:25][NH2+:24][CH2:23]1)=[O:21])[CH3:18].C(=O)(O)[O-].[Na+].[Cl-].[Na+], predict the reaction product. The product is: [O:28]=[C:27]1[CH2:26][CH2:25][N:24]([C:9]([O:11][C:12]([CH3:13])([CH3:14])[CH3:15])=[O:10])[CH2:23][CH:22]1[C:20]([O:19][CH2:17][CH3:18])=[O:21]. (2) Given the reactants [N+:1]([C:4]1[CH:9]=[CH:8][C:7](Br)=[CH:6][N:5]=1)([O-:3])=[O:2].[NH:11]1[CH2:16][CH2:15][NH:14][CH2:13][CH2:12]1, predict the reaction product. The product is: [N+:1]([C:4]1[N:5]=[CH:6][C:7]([N:11]2[CH2:16][CH2:15][NH:14][CH2:13][CH2:12]2)=[CH:8][CH:9]=1)([O-:3])=[O:2]. (3) Given the reactants [OH:1][CH:2]([C:5]1[C:6]2[N:7]([N:13]=[C:14]([C:16]([F:19])([F:18])[F:17])[N:15]=2)[C:8]([O:11][CH3:12])=[CH:9][CH:10]=1)[CH2:3][CH3:4].C(N(CC)CC)C.O, predict the reaction product. The product is: [CH3:12][O:11][C:8]1[N:7]2[N:13]=[C:14]([C:16]([F:19])([F:18])[F:17])[N:15]=[C:6]2[C:5]([C:2](=[O:1])[CH2:3][CH3:4])=[CH:10][CH:9]=1. (4) Given the reactants [NH:1]1[CH:5]=[CH:4][N:3]=[N:2]1.[CH3:6][O-:7].[Na+:8].C[OH:10], predict the reaction product. The product is: [NH:1]1[CH:5]=[C:4]([C:6]([O-:10])=[O:7])[N:3]=[N:2]1.[Na+:8].